This data is from Reaction yield outcomes from USPTO patents with 853,638 reactions. The task is: Predict the reaction yield, written as a fraction of the theoretical maximum amount of product (1.0 means a 100% yield; for example, 0.34 means a 34% yield). The reactants are [CH3:1][O:2][C:3](=[O:14])[C:4]1[CH:9]=[CH:8][CH:7]=[C:6]([N+:10]([O-:12])=[O:11])[C:5]=1[OH:13].C([O-])([O-])=O.[K+].[K+].Cl[CH2:22][O:23][CH2:24][CH2:25][O:26][CH3:27]. The catalyst is CN(C)C=O. The product is [CH3:1][O:2][C:3](=[O:14])[C:4]1[CH:9]=[CH:8][CH:7]=[C:6]([N+:10]([O-:12])=[O:11])[C:5]=1[O:13][CH2:22][O:23][CH2:24][CH2:25][O:26][CH3:27]. The yield is 0.980.